The task is: Predict the reactants needed to synthesize the given product.. This data is from Full USPTO retrosynthesis dataset with 1.9M reactions from patents (1976-2016). (1) Given the product [CH3:37][N:31]([C@@H:32]([CH3:33])[C:34]([NH:2][C@H:3]1[C@H:4]([CH3:23])[N:5]([C:15]([CH:17]2[CH2:22][CH2:21][O:20][CH2:19][CH2:18]2)=[O:16])[C:6]2[CH:14]=[CH:13][CH:12]=[CH:11][C:7]=2[NH:8][C:9]1=[O:10])=[O:35])[C:24](=[O:25])[O:26][C:27]([CH3:30])([CH3:28])[CH3:29], predict the reactants needed to synthesize it. The reactants are: Cl.[NH2:2][C@@H:3]1[C:9](=[O:10])[NH:8][C:7]2[CH:11]=[CH:12][CH:13]=[CH:14][C:6]=2[N:5]([C:15]([CH:17]2[CH2:22][CH2:21][O:20][CH2:19][CH2:18]2)=[O:16])[C@H:4]1[CH3:23].[C:24]([N:31]([CH3:37])[C@H:32]([C:34](O)=[O:35])[CH3:33])([O:26][C:27]([CH3:30])([CH3:29])[CH3:28])=[O:25].C(N(CC)C(C)C)(C)C.CN(C(ON1N=NC2C=CC=CC1=2)=[N+](C)C)C.F[P-](F)(F)(F)(F)F. (2) Given the product [CH3:1][C:2]1[CH:3]=[CH:4][C:5]([O:6][CH:7]([CH2:13][C:14]2[CH:15]=[CH:16][C:17]([O:20][CH2:21][CH2:22][NH:23][C:24](=[O:37])[C:25]3[CH:30]=[CH:29][C:28]([C:31]4[CH:36]=[CH:35][CH:34]=[CH:33][N:32]=4)=[CH:27][CH:26]=3)=[CH:18][CH:19]=2)[C:8]([OH:10])=[O:9])=[CH:38][CH:39]=1, predict the reactants needed to synthesize it. The reactants are: [CH3:1][C:2]1[CH:39]=[CH:38][C:5]([O:6][CH:7]([CH2:13][C:14]2[CH:19]=[CH:18][C:17]([O:20][CH2:21][CH2:22][NH:23][C:24](=[O:37])[C:25]3[CH:30]=[CH:29][C:28]([C:31]4[CH:36]=[CH:35][CH:34]=[CH:33][N:32]=4)=[CH:27][CH:26]=3)=[CH:16][CH:15]=2)[C:8]([O:10]CC)=[O:9])=[CH:4][CH:3]=1.[OH-].[Na+]. (3) Given the product [Cl:1][C:2]1[CH:7]=[CH:6][C:5]([C:8]2[N:12]([CH:13]([CH:16]3[CH2:17][CH2:18][CH2:19][CH2:20]3)[CH2:14][O:15][C:35]3[C:34]([CH3:37])=[CH:33][C:30]([C:31]#[N:32])=[CH:29][C:28]=3[CH3:27])[C:11]3[CH:21]=[C:22]([F:26])[C:23]([F:25])=[CH:24][C:10]=3[N:9]=2)=[CH:4][CH:3]=1, predict the reactants needed to synthesize it. The reactants are: [Cl:1][C:2]1[CH:7]=[CH:6][C:5]([C:8]2[N:12]([CH:13]([CH:16]3[CH2:20][CH2:19][CH2:18][CH2:17]3)[CH2:14][OH:15])[C:11]3[CH:21]=[C:22]([F:26])[C:23]([F:25])=[CH:24][C:10]=3[N:9]=2)=[CH:4][CH:3]=1.[CH3:27][C:28]1[CH:29]=[C:30]([CH:33]=[C:34]([CH3:37])[C:35]=1O)[C:31]#[N:32]. (4) Given the product [CH3:11][N:9]1[C:8]2[C:12](=[O:17])[CH2:13][CH2:14][CH2:15][CH2:16][C:7]=2[C:6]([C:4]([OH:5])=[O:19])=[N:10]1, predict the reactants needed to synthesize it. The reactants are: CON(C)[C:4]([C:6]1[C:7]2[CH2:16][CH2:15][CH2:14][CH2:13][C:12](=[O:17])[C:8]=2[N:9]([CH3:11])[N:10]=1)=[O:5].[OH-:19].[Na+]. (5) Given the product [Br:2][CH:13]([C:8]1[CH:7]=[C:6]([CH3:5])[CH:11]=[C:10]([CH3:12])[CH:9]=1)[CH3:14], predict the reactants needed to synthesize it. The reactants are: P(Br)(Br)[Br:2].[CH3:5][C:6]1[CH:7]=[C:8]([CH:13](O)[CH3:14])[CH:9]=[C:10]([CH3:12])[CH:11]=1.C([O-])([O-])=O.[Na+].[Na+].CCCCCC.